From a dataset of Full USPTO retrosynthesis dataset with 1.9M reactions from patents (1976-2016). Predict the reactants needed to synthesize the given product. (1) Given the product [C:41]([CH:42]=[CH:43][C:28]1[CH:29]=[CH:30][C:31]2[NH:32][C:33]3[C:38]([C:39]=2[CH:40]=1)=[CH:37][CH:36]=[CH:35][CH:34]=3)#[N:44].[I:27][C:28]1[CH:29]=[CH:30][C:31]2[NH:32][C:33]3[C:38]([C:39]=2[CH:40]=1)=[CH:37][CH:36]=[CH:35][CH:34]=3, predict the reactants needed to synthesize it. The reactants are: C1(P(C2C=CC=CC=2)C2C=CC=CC=2)C=CC=CC=1.C(N(CC)CC)C.[I:27][C:28]1[CH:29]=[CH:30][C:31]2[NH:32][C:33]3[C:38]([C:39]=2[CH:40]=1)=[CH:37][CH:36]=[CH:35][CH:34]=3.[C:41](#[N:44])[CH:42]=[CH2:43]. (2) Given the product [CH3:22][S:23]([O:12][CH:10]([CH3:11])[CH2:9][O:8][CH2:1][C:2]1[CH:7]=[CH:6][CH:5]=[CH:4][CH:3]=1)(=[O:25])=[O:24], predict the reactants needed to synthesize it. The reactants are: [CH2:1]([O:8][CH2:9][CH:10]([OH:12])[CH3:11])[C:2]1[CH:7]=[CH:6][CH:5]=[CH:4][CH:3]=1.C(N(C(C)C)CC)(C)C.[CH3:22][S:23](Cl)(=[O:25])=[O:24]. (3) The reactants are: [C:1]([C:3]1[C:8]([CH3:9])=[CH:7][CH:6]=[CH:5][C:4]=1[S:10]([NH2:13])(=[O:12])=[O:11])#[N:2].CO[CH:16]1[CH2:20][CH2:19][CH:18](OC)O1.O. Given the product [CH3:9][C:8]1[CH:7]=[CH:6][CH:5]=[C:4]([S:10]([N:13]2[CH:16]=[CH:20][CH:19]=[CH:18]2)(=[O:12])=[O:11])[C:3]=1[C:1]#[N:2], predict the reactants needed to synthesize it. (4) Given the product [CH:3]([C:6]1[C:7]([O:38][CH2:39][O:40][CH3:41])=[CH:8][C:9]([O:34][CH2:35][O:36][CH3:37])=[C:10]([C:12]2[N:16]([C:17]3[CH:22]=[CH:21][C:20]([CH2:23][N:24]4[CH2:29][CH2:28][O:27][CH2:26][CH2:25]4)=[CH:19][CH:18]=3)[C:15](=[O:1])[NH:14][N:13]=2)[CH:11]=1)([CH3:5])[CH3:4], predict the reactants needed to synthesize it. The reactants are: [OH-:1].[Na+].[CH:3]([C:6]1[C:7]([O:38][CH2:39][O:40][CH3:41])=[CH:8][C:9]([O:34][CH2:35][O:36][CH3:37])=[C:10]([C:12]2[N:16]([C:17]3[CH:22]=[CH:21][C:20]([CH2:23][N:24]4[CH2:29][CH2:28][O:27][CH2:26][CH2:25]4)=[CH:19][CH:18]=3)[C:15](S(C)(=O)=O)=[N:14][N:13]=2)[CH:11]=1)([CH3:5])[CH3:4]. (5) Given the product [C:15]1([CH:21]2[CH2:26][CH2:25][CH2:24][N:23]([C:2]3[CH:3]=[CH:4][C:5]4[N:6]([C:8]([C:11]([F:14])([F:13])[F:12])=[N:9][N:10]=4)[N:7]=3)[CH2:22]2)[CH:20]=[CH:19][CH:18]=[CH:17][CH:16]=1, predict the reactants needed to synthesize it. The reactants are: Cl[C:2]1[CH:3]=[CH:4][C:5]2[N:6]([C:8]([C:11]([F:14])([F:13])[F:12])=[N:9][N:10]=2)[N:7]=1.[C:15]1([CH:21]2[CH2:26][CH2:25][CH2:24][NH:23][CH2:22]2)[CH:20]=[CH:19][CH:18]=[CH:17][CH:16]=1.CCN(C(C)C)C(C)C. (6) Given the product [CH:26]1[C:27]2[C:32](=[CH:31][CH:30]=[CH:29][CH:28]=2)[CH:33]=[CH:34][C:25]=1[CH2:24][O:23][CH:10]1[CH:11]([C:14]2[CH:15]=[CH:16][C:17]([C:18](=[O:19])[NH:35][CH2:36][C:37](=[O:38])[C:39]3[CH:44]=[CH:43][CH:42]=[CH:41][CH:40]=3)=[CH:21][CH:22]=2)[CH2:12][CH2:13][N:8]([C:6]([O:5][C:1]([CH3:4])([CH3:3])[CH3:2])=[O:7])[CH2:9]1, predict the reactants needed to synthesize it. The reactants are: [C:1]([O:5][C:6]([N:8]1[CH2:13][CH2:12][CH:11]([C:14]2[CH:22]=[CH:21][C:17]([C:18](O)=[O:19])=[CH:16][CH:15]=2)[CH:10]([O:23][CH2:24][C:25]2[CH:34]=[CH:33][C:32]3[C:27](=[CH:28][CH:29]=[CH:30][CH:31]=3)[CH:26]=2)[CH2:9]1)=[O:7])([CH3:4])([CH3:3])[CH3:2].[NH2:35][CH2:36][C:37]([C:39]1[CH:44]=[CH:43][CH:42]=[CH:41][CH:40]=1)=[O:38]. (7) Given the product [C:21]([C:23]1[CH:24]=[C:25]([NH:26][CH2:2][C:3]2[O:7][C:6](=[O:8])[O:5][C:4]=2[CH:9]2[CH2:13][CH2:12][CH2:11][N:10]2[C:14]([O:16][C:17]([CH3:20])([CH3:19])[CH3:18])=[O:15])[CH:27]=[CH:28][CH:29]=1)#[CH:22], predict the reactants needed to synthesize it. The reactants are: Br[CH2:2][C:3]1[O:7][C:6](=[O:8])[O:5][C:4]=1[CH:9]1[CH2:13][CH2:12][CH2:11][N:10]1[C:14]([O:16][C:17]([CH3:20])([CH3:19])[CH3:18])=[O:15].[C:21]([C:23]1[CH:24]=[C:25]([CH:27]=[CH:28][CH:29]=1)[NH2:26])#[CH:22].C(=O)(O)[O-].[Na+]. (8) Given the product [C:2]12[CH2:9][CH:8]([CH2:10][OH:11])[C:7]1=[CH:6][CH:5]=[CH:4][CH:3]=2, predict the reactants needed to synthesize it. The reactants are: B.[C:2]12[CH2:9][CH:8]([C:10](O)=[O:11])[C:7]1=[CH:6][CH:5]=[CH:4][CH:3]=2.